Dataset: Full USPTO retrosynthesis dataset with 1.9M reactions from patents (1976-2016). Task: Predict the reactants needed to synthesize the given product. (1) Given the product [C:19]1([N:8]2[C:7]3[C:15](=[CH:16][CH:17]=[C:5]4[CH:4]=[CH:3][CH:2]=[CH:1][C:6]4=3)[C:14]3[C:9]2=[CH:10][CH:11]=[CH:12][CH:13]=3)[CH:24]=[CH:23][CH:22]=[CH:21][CH:20]=1, predict the reactants needed to synthesize it. The reactants are: [CH:1]1[C:6]2=[C:7]3[C:15](=[CH:16][CH:17]=[C:5]2[CH:4]=[CH:3][CH:2]=1)[C:14]1[C:9](=[CH:10][CH:11]=[CH:12][CH:13]=1)[NH:8]3.Br[C:19]1[CH:24]=[CH:23][CH:22]=[CH:21][CH:20]=1.CC(C)([O-])C.[Na+]. (2) Given the product [C:16]1([C:2]2[C:7]([CH3:8])=[N:6][N:5]3[CH:9]=[N:10][N:11]=[C:4]3[C:3]=2[CH2:12][CH:13]([CH3:15])[CH3:14])[CH:21]=[CH:20][CH:19]=[CH:18][CH:17]=1, predict the reactants needed to synthesize it. The reactants are: Br[C:2]1[C:7]([CH3:8])=[N:6][N:5]2[CH:9]=[N:10][N:11]=[C:4]2[C:3]=1[CH2:12][CH:13]([CH3:15])[CH3:14].[C:16]1(B(O)O)[CH:21]=[CH:20][CH:19]=[CH:18][CH:17]=1.C(=O)(O)[O-].[Na+]. (3) The reactants are: [CH2:1]([S:3][CH2:4][CH:5]1[CH2:10][CH:9]([C:11]2[CH:16]=[CH:15][C:14]([C:17]([F:20])([F:19])[F:18])=[CH:13][CH:12]=2)[CH2:8][N:7]([C:21]([N:23]2[CH2:28][CH2:27][O:26][CH2:25][CH2:24]2)=[O:22])[CH2:6]1)[CH3:2].ClC1C=C(C=CC=1)C(OO)=[O:34]. Given the product [CH2:1]([S:3]([CH2:4][CH:5]1[CH2:10][CH:9]([C:11]2[CH:12]=[CH:13][C:14]([C:17]([F:18])([F:19])[F:20])=[CH:15][CH:16]=2)[CH2:8][N:7]([C:21]([N:23]2[CH2:24][CH2:25][O:26][CH2:27][CH2:28]2)=[O:22])[CH2:6]1)=[O:34])[CH3:2], predict the reactants needed to synthesize it. (4) Given the product [CH2:39]([O:38][C:36]([CH2:35][NH:42][CH2:22][CH2:18][C:1]([O:3][CH2:4][CH3:5])=[O:2])=[O:37])[CH3:40], predict the reactants needed to synthesize it. The reactants are: [C:1]([CH:18]([CH2:22]CCCN)C(O)=O)([O:3][CH2:4][CH:5]1C2C(=CC=CC=2)C2C1=CC=CC=2)=[O:2].C(OC(NCC[CH2:35][C:36]([O:38][CH2:39][CH3:40])=[O:37])=O)C.C[N:42](C1C=CC=CN=1)C. (5) Given the product [CH3:1][C:2]1[N:3]([CH2:10][CH:11]2[CH2:16][CH2:15][O:14][CH2:13][CH2:12]2)[C:4](=[NH:8])[S:5][C:6]=1[CH3:7], predict the reactants needed to synthesize it. The reactants are: [CH3:1][C:2]1[N:3]=[C:4]([NH2:8])[S:5][C:6]=1[CH3:7].Br[CH2:10][CH:11]1[CH2:16][CH2:15][O:14][CH2:13][CH2:12]1. (6) Given the product [N:1]1([C:6]2[N:11]=[CH:10][C:9]3[CH:12]([C:15]([OH:17])=[O:16])[CH2:13][CH2:14][C:8]=3[CH:7]=2)[CH:5]=[N:4][N:3]=[N:2]1, predict the reactants needed to synthesize it. The reactants are: [N:1]1([C:6]2[N:11]=[CH:10][C:9]3[CH:12]([C:15]([O-:17])=[O:16])[CH2:13][CH2:14][C:8]=3[CH:7]=2)[CH:5]=[N:4][N:3]=[N:2]1.[OH-].[Li+]. (7) Given the product [CH3:24][C@@H:20]1[CH2:21][CH2:22][CH2:23][N:19]1[CH2:18][C@H:16]1[CH2:17][C@@H:15]1[C:12]1[CH:13]=[CH:14][C:9]([N:2]2[CH2:5][CH2:4][C:3]2=[O:7])=[CH:10][CH:11]=1, predict the reactants needed to synthesize it. The reactants are: N1[NH:2][C:3](=[O:7])[CH:4]=[CH:5]C=1.Br[C:9]1[CH:14]=[CH:13][C:12]([C@H:15]2[CH2:17][C@@H:16]2[CH2:18][N:19]2[CH2:23][CH2:22][CH2:21][C@H:20]2[CH3:24])=[CH:11][CH:10]=1.N.